Dataset: Forward reaction prediction with 1.9M reactions from USPTO patents (1976-2016). Task: Predict the product of the given reaction. Given the reactants [O:1]1[CH2:6][CH2:5][CH2:4][CH2:3][CH:2]1[O:7][CH2:8][C:9]([O:11]CC)=O.[CH2:14]([Mg]Br)[CH3:15], predict the reaction product. The product is: [O:1]1[CH2:6][CH2:5][CH2:4][CH2:3][CH:2]1[O:7][CH2:8][C:9]1([OH:11])[CH2:15][CH2:14]1.